This data is from Full USPTO retrosynthesis dataset with 1.9M reactions from patents (1976-2016). The task is: Predict the reactants needed to synthesize the given product. (1) Given the product [C:28]([C:32]1[CH:37]=[CH:36][C:35]([S:38]([NH:24][CH2:23][CH2:22][CH2:21][CH2:20][C@@H:19]([C:25]([OH:27])=[O:26])[NH:18][C:16]([O:15][CH2:14][CH:12]2[C:11]3[CH:10]=[CH:9][CH:8]=[CH:7][C:6]=3[C:5]3[C:13]2=[CH:1][CH:2]=[CH:3][CH:4]=3)=[O:17])(=[O:40])=[O:39])=[CH:34][CH:33]=1)([CH3:31])([CH3:29])[CH3:30], predict the reactants needed to synthesize it. The reactants are: [CH:1]1[C:13]2[CH:12]([CH2:14][O:15][C:16]([NH:18][C@H:19]([C:25]([OH:27])=[O:26])[CH2:20][CH2:21][CH2:22][CH2:23][NH2:24])=[O:17])[C:11]3[C:6](=[CH:7][CH:8]=[CH:9][CH:10]=3)[C:5]=2[CH:4]=[CH:3][CH:2]=1.[C:28]([C:32]1[CH:37]=[CH:36][C:35]([S:38](Cl)(=[O:40])=[O:39])=[CH:34][CH:33]=1)([CH3:31])([CH3:30])[CH3:29]. (2) Given the product [CH3:32][O:31][C:26]1[CH:25]=[C:24]([O:33][CH3:34])[CH:23]=[C:22]2[C:27]=1[C:28](=[O:30])[NH:29][C:20]([C:13]1[CH:14]=[CH:15][C:16]([O:18][CH3:19])=[CH:17][C:12]=1[NH:43][CH2:42][CH:39]1[CH2:40][CH2:41][N:36]([CH3:35])[CH2:37][CH2:38]1)=[N:21]2, predict the reactants needed to synthesize it. The reactants are: C[Si]([N-][Si](C)(C)C)(C)C.[Li+].F[C:12]1[CH:17]=[C:16]([O:18][CH3:19])[CH:15]=[CH:14][C:13]=1[C:20]1[NH:29][C:28](=[O:30])[C:27]2[C:22](=[CH:23][C:24]([O:33][CH3:34])=[CH:25][C:26]=2[O:31][CH3:32])[N:21]=1.[CH3:35][N:36]1[CH2:41][CH2:40][CH:39]([CH2:42][NH2:43])[CH2:38][CH2:37]1. (3) Given the product [C:1]([C:3]1[C:8]2[N:9]([CH2:12][C:13]([NH:16][CH:17]([C:19]3[CH:24]=[CH:23][C:22]([C:25]4([C:29]#[N:30])[CH2:26][CH2:27][CH2:28]4)=[CH:21][CH:20]=3)[CH3:18])=[O:15])[CH:10]=[N:11][C:7]=2[CH:6]=[CH:5][CH:4]=1)#[N:2], predict the reactants needed to synthesize it. The reactants are: [C:1]([C:3]1[C:8]2[N:9]([CH2:12][C:13]([OH:15])=O)[CH:10]=[N:11][C:7]=2[CH:6]=[CH:5][CH:4]=1)#[N:2].[NH2:16][CH:17]([C:19]1[CH:24]=[CH:23][C:22]([C:25]2([C:29]#[N:30])[CH2:28][CH2:27][CH2:26]2)=[CH:21][CH:20]=1)[CH3:18].CCN(CC)CC.CN(C(ON1N=NC2C=CC=NC1=2)=[N+](C)C)C.F[P-](F)(F)(F)(F)F. (4) The reactants are: C[CH:2](O)[CH3:3].C[C:6]([CH3:8])=O.[CH3:9][CH2:10]O[Si](OCC)(OCC)OCC.[C:22]1([Si:28]([O:35][CH2:36][CH3:37])([O:32][CH2:33][CH3:34])[O:29][CH2:30][CH3:31])[CH:27]=[CH:26][CH:25]=[CH:24][CH:23]=1.[N+]([O-])(O)=O.C(O)CCC.C(O)C. Given the product [C:22]1([Si:28]([O:35][CH2:36][CH2:37][CH2:2][CH3:3])([O:29][CH2:30][CH2:31][CH2:6][CH3:8])[O:32][CH2:33][CH2:34][CH2:9][CH3:10])[CH:23]=[CH:24][CH:25]=[CH:26][CH:27]=1, predict the reactants needed to synthesize it. (5) Given the product [F:29][C:24]1[CH:23]=[C:22]([CH:27]=[C:26]([F:28])[CH:25]=1)[CH2:21][C@H:3]([NH:2][C:44]([C:40]1[C:41]2[CH2:42][CH2:43][N:34]([CH2:33][CH2:32][O:31][CH3:30])[C:35](=[O:47])[C:36]=2[CH:37]=[CH:38][CH:39]=1)=[O:45])[C@H:4]([OH:20])[CH2:5][NH:6][C:7]1([C:10]2[CH:15]=[CH:14][CH:13]=[C:12]([C:16]([F:17])([F:18])[F:19])[CH:11]=2)[CH2:9][CH2:8]1, predict the reactants needed to synthesize it. The reactants are: Cl.[NH2:2][C@@H:3]([CH2:21][C:22]1[CH:27]=[C:26]([F:28])[CH:25]=[C:24]([F:29])[CH:23]=1)[C@H:4]([OH:20])[CH2:5][NH:6][C:7]1([C:10]2[CH:15]=[CH:14][CH:13]=[C:12]([C:16]([F:19])([F:18])[F:17])[CH:11]=2)[CH2:9][CH2:8]1.[CH3:30][O:31][CH2:32][CH2:33][N:34]1[CH2:43][CH2:42][C:41]2[C:40]([C:44](O)=[O:45])=[CH:39][CH:38]=[CH:37][C:36]=2[C:35]1=[O:47].OC1C2N=NNC=2C=CC=1.Cl.CN(C)CCCN=C=NCC.C(N(CC)C(C)C)(C)C. (6) Given the product [CH3:1][O:2][C:3]1[CH:10]=[CH:9][C:6](/[CH:7]=[CH:15]/[C:16]([OH:18])=[O:17])=[C:5]([N+:11]([O-:13])=[O:12])[CH:4]=1, predict the reactants needed to synthesize it. The reactants are: [CH3:1][O:2][C:3]1[CH:10]=[CH:9][C:6]([CH:7]=O)=[C:5]([N+:11]([O-:13])=[O:12])[CH:4]=1.C(O)(=O)[CH2:15][C:16]([OH:18])=[O:17].N1CCCCC1. (7) Given the product [Si:10]([O:17][C@H:18]1[CH2:27][C:26]([CH3:29])([CH3:28])[CH2:25][C:24]2[N:23]=[C:22]([CH:30]3[CH2:34][CH2:33][CH2:32][CH2:31]3)[C:21]([C@@H:35]([F:7])[C:37]3[CH:38]=[CH:39][C:40]([C:43]([F:44])([F:46])[F:45])=[CH:41][CH:42]=3)=[C:20]([CH:47]3[CH2:48][CH2:49][CH2:50][CH2:51][CH2:52]3)[C:19]1=2)([C:13]([CH3:16])([CH3:15])[CH3:14])([CH3:12])[CH3:11], predict the reactants needed to synthesize it. The reactants are: C(N(S(F)(F)[F:7])CC)C.[Si:10]([O:17][C@H:18]1[CH2:27][C:26]([CH3:29])([CH3:28])[CH2:25][C:24]2[N:23]=[C:22]([CH:30]3[CH2:34][CH2:33][CH2:32][CH2:31]3)[C:21]([C@H:35]([C:37]3[CH:42]=[CH:41][C:40]([C:43]([F:46])([F:45])[F:44])=[CH:39][CH:38]=3)O)=[C:20]([CH:47]3[CH2:52][CH2:51][CH2:50][CH2:49][CH2:48]3)[C:19]1=2)([C:13]([CH3:16])([CH3:15])[CH3:14])([CH3:12])[CH3:11].C(=O)(O)[O-].[Na+]. (8) Given the product [F:1][C:2]1[CH:3]=[C:4]2[C:9](=[CH:10][CH:11]=1)[N:8]=[C:7]([CH:12]=[O:14])[CH:6]=[CH:5]2, predict the reactants needed to synthesize it. The reactants are: [F:1][C:2]1[CH:3]=[C:4]2[C:9](=[CH:10][CH:11]=1)[N:8]=[C:7]([CH3:12])[CH:6]=[CH:5]2.[Se](=O)=[O:14]. (9) Given the product [CH3:1][C:2]1([CH3:11])[CH2:7][CH2:6][CH:5]([CH:8]=[O:9])[CH2:4][CH2:3]1, predict the reactants needed to synthesize it. The reactants are: [CH3:1][C:2]1([CH3:11])[CH2:7][CH2:6][C:5](=[CH:8][O:9]C)[CH2:4][CH2:3]1.Cl.